This data is from Reaction yield outcomes from USPTO patents with 853,638 reactions. The task is: Predict the reaction yield, written as a fraction of the theoretical maximum amount of product (1.0 means a 100% yield; for example, 0.34 means a 34% yield). The reactants are [CH3:1][O:2][C:3]1[CH:4]=[C:5]2[C:10](=[CH:11][C:12]=1[O:13][CH2:14][CH2:15][O:16][CH3:17])[N:9]=[CH:8][N:7]=[C:6]2[O:18][C:19]1[CH:20]=[C:21]([CH:23]=[CH:24][CH:25]=1)[NH2:22].[O:26]1[CH2:31][CH2:30][CH:29]([C:32]2[CH:36]=[C:35]([NH:37][C:38](=O)[O:39]C3C=CC=CC=3)[O:34][N:33]=2)[CH2:28][CH2:27]1.COC1C=C2C(=CC=1OC)N=CN=C2OC1C=C(NC(NC2ON=C(C(C)C)C=2)=O)C=CC=1. No catalyst specified. The product is [CH3:1][O:2][C:3]1[CH:4]=[C:5]2[C:10](=[CH:11][C:12]=1[O:13][CH2:14][CH2:15][O:16][CH3:17])[N:9]=[CH:8][N:7]=[C:6]2[O:18][C:19]1[CH:20]=[C:21]([NH:22][C:38]([NH:37][C:35]2[O:34][N:33]=[C:32]([CH:29]3[CH2:30][CH2:31][O:26][CH2:27][CH2:28]3)[CH:36]=2)=[O:39])[CH:23]=[CH:24][CH:25]=1. The yield is 0.200.